Dataset: Full USPTO retrosynthesis dataset with 1.9M reactions from patents (1976-2016). Task: Predict the reactants needed to synthesize the given product. (1) Given the product [NH:23]1[C:24]2[C:20](=[CH:19][C:18](/[C:8](/[C:5]3[CH:6]=[CH:7][C:2](/[CH:34]=[CH:33]/[S:35]([NH2:38])(=[O:37])=[O:36])=[CH:3][CH:4]=3)=[C:9](/[C:12]3[CH:13]=[CH:14][CH:15]=[CH:16][CH:17]=3)\[CH2:10][CH3:11])=[CH:26][CH:25]=2)[CH:21]=[N:22]1, predict the reactants needed to synthesize it. The reactants are: Br[C:2]1[CH:7]=[CH:6][C:5](/[C:8](/[C:18]2[CH:19]=[C:20]3[C:24](=[CH:25][CH:26]=2)[N:23](C2CCCCO2)[N:22]=[CH:21]3)=[C:9](\[C:12]2[CH:17]=[CH:16][CH:15]=[CH:14][CH:13]=2)/[CH2:10][CH3:11])=[CH:4][CH:3]=1.[CH:33]([S:35]([NH2:38])(=[O:37])=[O:36])=[CH2:34].C(N(CC)CC)C.Cl. (2) Given the product [Br:12][C:13]1[C:18]([O:19][CH3:20])=[CH:17][C:16]([CH2:21][O:9][CH:7]([CH3:8])[CH3:6])=[CH:15][C:14]=1[O:23][CH3:24], predict the reactants needed to synthesize it. The reactants are: CN(C)C=O.[CH3:6][CH:7]([OH:9])[CH3:8].[H-].[Na+].[Br:12][C:13]1[C:18]([O:19][CH3:20])=[CH:17][C:16]([CH2:21]Cl)=[CH:15][C:14]=1[O:23][CH3:24].